The task is: Predict the reactants needed to synthesize the given product.. This data is from Full USPTO retrosynthesis dataset with 1.9M reactions from patents (1976-2016). (1) Given the product [C:20]([C:19]1[CH:18]=[CH:17][C:16]([N:15]([N:10]2[CH:14]=[CH:13][N:12]=[CH:11]2)[C:8]([NH:7][C:1]2[CH:6]=[CH:5][CH:4]=[CH:3][CH:2]=2)=[O:9])=[CH:23][CH:22]=1)#[N:21], predict the reactants needed to synthesize it. The reactants are: [C:1]1([N:7]=[C:8]=[O:9])[CH:6]=[CH:5][CH:4]=[CH:3][CH:2]=1.[N:10]1([NH:15][C:16]2[CH:23]=[CH:22][C:19]([C:20]#[N:21])=[CH:18][CH:17]=2)[CH:14]=[CH:13][N:12]=[CH:11]1. (2) Given the product [Cl:18][C:19]1[CH:20]=[CH:21][C:22]([CH2:31][NH:32][C:33](=[O:38])[C:34]([CH3:37])([CH3:36])[CH3:35])=[C:23]([F:30])[C:24]=1[C:25]1[NH:27][C:28](=[O:29])[N:9]([C:4]2[CH:5]=[CH:6][C:7]([Cl:8])=[C:2]([Cl:1])[CH:3]=2)[N:10]=1, predict the reactants needed to synthesize it. The reactants are: [Cl:1][C:2]1[CH:3]=[C:4]([NH:9][NH:10]C(OC(C)(C)C)=O)[CH:5]=[CH:6][C:7]=1[Cl:8].[Cl:18][C:19]1[C:24]([C:25]([N:27]=[C:28]=[O:29])=O)=[C:23]([F:30])[C:22]([CH2:31][NH:32][C:33](=[O:38])[C:34]([CH3:37])([CH3:36])[CH3:35])=[CH:21][CH:20]=1.C(O)(C(F)(F)F)=O. (3) Given the product [NH2:28][C:23]1[CH:24]=[CH:25][CH:26]=[CH:27][C:22]=1[NH:29][C:19]([CH:17]1[CH2:16][N:15]([C:10]2[CH:9]=[C:8]([N:4]3[C:5]([CH3:7])=[N:6][C:2]([CH3:1])=[N:3]3)[N:13]=[C:12]([CH3:14])[N:11]=2)[CH2:18]1)=[O:21], predict the reactants needed to synthesize it. The reactants are: [CH3:1][C:2]1[N:6]=[C:5]([CH3:7])[N:4]([C:8]2[N:13]=[C:12]([CH3:14])[N:11]=[C:10]([N:15]3[CH2:18][CH:17]([C:19]([OH:21])=O)[CH2:16]3)[CH:9]=2)[N:3]=1.[C:22]1([NH2:29])[C:23]([NH2:28])=[CH:24][CH:25]=[CH:26][CH:27]=1.C1C=CC2N(O)N=NC=2C=1.C(Cl)CCl.CCN(C(C)C)C(C)C.C(=O)(O)[O-].[Na+]. (4) Given the product [N:11]1([C:14]2[N:19]=[C:18]([C:20]3[CH:25]=[CH:24][N:23]=[C:22]([NH:26][CH:27]4[CH2:32][CH2:31][O:30][CH2:29][CH2:28]4)[CH:21]=3)[CH:17]=[C:16]([C:33]([NH2:34])=[O:35])[CH:15]=2)[CH2:10][CH2:9][NH:8][CH2:13][CH2:12]1, predict the reactants needed to synthesize it. The reactants are: C(OC([N:8]1[CH2:13][CH2:12][N:11]([C:14]2[N:19]=[C:18]([C:20]3[CH:25]=[CH:24][N:23]=[C:22]([NH:26][CH:27]4[CH2:32][CH2:31][O:30][CH2:29][CH2:28]4)[CH:21]=3)[CH:17]=[C:16]([C:33](=[O:35])[NH2:34])[CH:15]=2)[CH2:10][CH2:9]1)=O)(C)(C)C.C(O)(C(F)(F)F)=O. (5) Given the product [C:1](=[C:4]1[CH:5]2[CH2:13][CH2:12][CH:11]1[CH:10]1[CH:6]2[C:7](=[O:24])[CH:8]([C:15]2[C:16]([CH3:23])=[CH:17][C:18]([CH3:22])=[CH:19][C:20]=2[CH3:21])[C:9]1=[O:14])([CH3:3])[CH3:2], predict the reactants needed to synthesize it. The reactants are: [C:1](=[C:4]1[CH:11]2[CH:12]=[CH:13][CH:5]1[CH:6]1[CH:10]2[C:9](=[O:14])[CH:8]([C:15]2[C:20]([CH3:21])=[CH:19][C:18]([CH3:22])=[CH:17][C:16]=2[CH3:23])[C:7]1=[O:24])([CH3:3])[CH3:2].